This data is from Merck oncology drug combination screen with 23,052 pairs across 39 cell lines. The task is: Regression. Given two drug SMILES strings and cell line genomic features, predict the synergy score measuring deviation from expected non-interaction effect. (1) Drug 1: CC1CC2C3CCC4=CC(=O)C=CC4(C)C3(F)C(O)CC2(C)C1(O)C(=O)CO. Drug 2: O=C(O)C1(Cc2cccc(Nc3nccs3)n2)CCC(Oc2cccc(Cl)c2F)CC1. Cell line: SW620. Synergy scores: synergy=3.96. (2) Drug 1: Nc1ccn(C2OC(CO)C(O)C2(F)F)c(=O)n1. Drug 2: C#Cc1cccc(Nc2ncnc3cc(OCCOC)c(OCCOC)cc23)c1. Cell line: EFM192B. Synergy scores: synergy=5.72. (3) Drug 1: Cn1nnc2c(C(N)=O)ncn2c1=O. Drug 2: C=CCn1c(=O)c2cnc(Nc3ccc(N4CCN(C)CC4)cc3)nc2n1-c1cccc(C(C)(C)O)n1. Cell line: A427. Synergy scores: synergy=49.4. (4) Drug 1: Nc1ccn(C2OC(CO)C(O)C2(F)F)c(=O)n1. Drug 2: COC1=C2CC(C)CC(OC)C(O)C(C)C=C(C)C(OC(N)=O)C(OC)C=CC=C(C)C(=O)NC(=CC1=O)C2=O. Cell line: NCIH460. Synergy scores: synergy=-12.4.